From a dataset of Catalyst prediction with 721,799 reactions and 888 catalyst types from USPTO. Predict which catalyst facilitates the given reaction. (1) Reactant: Cl.[NH2:2][C:3]1[CH:16]=[C:15]2[C:6]([O:7][C:8]3[C:9]([C:17]4[NH:22][C:21](=[O:23])[CH:20]=[C:19]([N:24]5[CH2:29][CH2:28][O:27][CH2:26][CH2:25]5)[CH:18]=4)=[CH:10][CH:11]=[CH:12][C:13]=3[CH2:14]2)=[CH:5][CH:4]=1.[Br:30][C:31]1[CH:36]=[CH:35][N:34]=[C:33]([C:37](O)=[O:38])[CH:32]=1.Cl.C(N=C=NCCCN(C)C)C.ON1C2C=CC=CC=2N=N1.C(N(CC)C(C)C)(C)C. Product: [Br:30][C:31]1[CH:36]=[CH:35][N:34]=[C:33]([C:37]([NH:2][C:3]2[CH:4]=[CH:5][C:6]3[O:7][C:8]4[C:13](=[CH:12][CH:11]=[CH:10][C:9]=4[C:17]4[NH:22][C:21](=[O:23])[CH:20]=[C:19]([N:24]5[CH2:29][CH2:28][O:27][CH2:26][CH2:25]5)[CH:18]=4)[CH2:14][C:15]=3[CH:16]=2)=[O:38])[CH:32]=1. The catalyst class is: 145. (2) Reactant: [C:1]([NH:4][C@@H:5]1[CH2:10][C@H:9]([NH:11][C:12]([CH3:15])([CH3:14])[CH3:13])[CH2:8][CH2:7][C@@H:6]1[N:16]1[CH2:20][CH2:19][C@H:18]([NH:21]C(=O)OCC2C=CC=CC=2)[C:17]1=[O:32])(=[O:3])[CH3:2]. Product: [NH2:21][C@H:18]1[CH2:19][CH2:20][N:16]([C@H:6]2[CH2:7][CH2:8][C@@H:9]([NH:11][C:12]([CH3:15])([CH3:13])[CH3:14])[CH2:10][C@H:5]2[NH:4][C:1](=[O:3])[CH3:2])[C:17]1=[O:32]. The catalyst class is: 19.